This data is from Merck oncology drug combination screen with 23,052 pairs across 39 cell lines. The task is: Regression. Given two drug SMILES strings and cell line genomic features, predict the synergy score measuring deviation from expected non-interaction effect. (1) Drug 1: COC1CC2CCC(C)C(O)(O2)C(=O)C(=O)N2CCCCC2C(=O)OC(C(C)CC2CCC(OP(C)(C)=O)C(OC)C2)CC(=O)C(C)C=C(C)C(O)C(OC)C(=O)C(C)CC(C)C=CC=CC=C1C. Drug 2: CCc1c2c(nc3ccc(O)cc13)-c1cc3c(c(=O)n1C2)COC(=O)C3(O)CC. Cell line: A2780. Synergy scores: synergy=14.8. (2) Drug 1: CN(C)C(=N)N=C(N)N. Drug 2: NC(=O)c1cccc2cn(-c3ccc(C4CCCNC4)cc3)nc12. Cell line: KPL1. Synergy scores: synergy=0.239. (3) Drug 1: O=c1[nH]cc(F)c(=O)[nH]1. Drug 2: Cn1cc(-c2cnn3c(N)c(Br)c(C4CCCNC4)nc23)cn1. Cell line: OVCAR3. Synergy scores: synergy=10.1. (4) Drug 1: N.N.O=C(O)C1(C(=O)O)CCC1.[Pt]. Drug 2: N#Cc1ccc(Cn2cncc2CN2CCN(c3cccc(Cl)c3)C(=O)C2)cc1. Cell line: OVCAR3. Synergy scores: synergy=-28.4. (5) Drug 1: CN1C(=O)C=CC2(C)C3CCC4(C)C(NC(=O)OCC(F)(F)F)CCC4C3CCC12. Drug 2: CC1(c2nc3c(C(N)=O)cccc3[nH]2)CCCN1. Cell line: SKMEL30. Synergy scores: synergy=-13.5. (6) Drug 1: C=CCn1c(=O)c2cnc(Nc3ccc(N4CCN(C)CC4)cc3)nc2n1-c1cccc(C(C)(C)O)n1. Drug 2: CCC1(O)C(=O)OCc2c1cc1n(c2=O)Cc2cc3c(CN(C)C)c(O)ccc3nc2-1. Cell line: SKMES1. Synergy scores: synergy=-11.4. (7) Drug 1: CN1C(=O)C=CC2(C)C3CCC4(C)C(NC(=O)OCC(F)(F)F)CCC4C3CCC12. Drug 2: CC1CC2C3CCC4=CC(=O)C=CC4(C)C3(F)C(O)CC2(C)C1(O)C(=O)CO. Cell line: NCIH520. Synergy scores: synergy=3.73. (8) Cell line: OV90. Drug 1: Nc1ccn(C2OC(CO)C(O)C2(F)F)c(=O)n1. Drug 2: COC1CC2CCC(C)C(O)(O2)C(=O)C(=O)N2CCCCC2C(=O)OC(C(C)CC2CCC(OP(C)(C)=O)C(OC)C2)CC(=O)C(C)C=C(C)C(O)C(OC)C(=O)C(C)CC(C)C=CC=CC=C1C. Synergy scores: synergy=-4.04.